The task is: Regression. Given a peptide amino acid sequence and an MHC pseudo amino acid sequence, predict their binding affinity value. This is MHC class II binding data.. This data is from Peptide-MHC class II binding affinity with 134,281 pairs from IEDB. (1) The peptide sequence is AFKVENGSAAPQLTK. The MHC is HLA-DQA10501-DQB10201 with pseudo-sequence HLA-DQA10501-DQB10201. The binding affinity (normalized) is 0.124. (2) The peptide sequence is GKSSFCDICGEELPT. The MHC is H-2-IAb with pseudo-sequence H-2-IAb. The binding affinity (normalized) is 0. (3) The peptide sequence is KKKVPWDQVVMTSLALV. The MHC is DRB1_0901 with pseudo-sequence DRB1_0901. The binding affinity (normalized) is 0.706. (4) The peptide sequence is PNESYKKQVTIRIGC. The MHC is DRB1_1201 with pseudo-sequence DRB1_1201. The binding affinity (normalized) is 0.0849. (5) The peptide sequence is GEQQIVDKIDAAFKI. The MHC is DRB1_0404 with pseudo-sequence DRB1_0404. The binding affinity (normalized) is 0.455. (6) The peptide sequence is AYINCYGCETHA. The MHC is H-2-IAq with pseudo-sequence H-2-IAq. The binding affinity (normalized) is 0. (7) The peptide sequence is GELQRVDKIDAAFKI. The MHC is DRB3_0101 with pseudo-sequence DRB3_0101. The binding affinity (normalized) is 0.756. (8) The peptide sequence is TSVGKGIHTVFGSAF. The MHC is HLA-DQA10501-DQB10303 with pseudo-sequence HLA-DQA10501-DQB10303. The binding affinity (normalized) is 0.610.